Predict the reactants needed to synthesize the given product. From a dataset of Full USPTO retrosynthesis dataset with 1.9M reactions from patents (1976-2016). (1) Given the product [C:1]([O:4][C:5]1[CH:6]=[C:7]([CH:41]=[CH:42][C:43]=1[O:44][CH2:52][CH2:53][NH2:54])[C:8]([NH:10][C@H:11]([B:28]1[O:36][CH:35]2[C:30]([CH3:40])([CH:31]3[CH2:37][CH:33]([CH2:34]2)[C:32]3([CH3:39])[CH3:38])[O:29]1)[CH2:12][C:13]1[C:14]([O:26][CH3:27])=[C:15]([CH:23]=[CH:24][CH:25]=1)[C:16]([O:18][C:19]([CH3:21])([CH3:20])[CH3:22])=[O:17])=[O:9])(=[O:3])[CH3:2], predict the reactants needed to synthesize it. The reactants are: [C:1]([O:4][C:5]1[CH:6]=[C:7]([CH:41]=[CH:42][C:43]=1[OH:44])[C:8]([NH:10][C@H:11]([B:28]1[O:36][CH:35]2[C:30]([CH3:40])([CH:31]3[CH2:37][CH:33]([CH2:34]2)[C:32]3([CH3:39])[CH3:38])[O:29]1)[CH2:12][C:13]1[C:14]([O:26][CH3:27])=[C:15]([CH:23]=[CH:24][CH:25]=1)[C:16]([O:18][C:19]([CH3:22])([CH3:21])[CH3:20])=[O:17])=[O:9])(=[O:3])[CH3:2].C([O-])([O-])=O.[K+].[K+].Br[CH2:52][CH2:53][NH:54]C(=O)OC(C)(C)C.O. (2) Given the product [NH2:1][C:4]1[CH:12]=[C:11]2[C:7]([CH:8]=[C:9]([C:13]#[N:14])[NH:10]2)=[CH:6][CH:5]=1, predict the reactants needed to synthesize it. The reactants are: [N+:1]([C:4]1[CH:12]=[C:11]2[C:7]([CH:8]=[C:9]([C:13]#[N:14])[NH:10]2)=[CH:6][CH:5]=1)([O-])=O. (3) Given the product [CH2:46]([O:47][C:15](=[O:16])[C:23]([CH3:24])([CH3:25])[CH2:27][C:28]1[CH:33]=[CH:32][C:31]([C:34](=[O:35])[C:36]2[CH:41]=[CH:40][C:39]([CH2:42][C:2]([C:1]([O:6][CH2:7][CH3:8])=[O:5])([CH3:4])[CH3:3])=[CH:38][CH:37]=2)=[CH:30][CH:29]=1)[CH3:45], predict the reactants needed to synthesize it. The reactants are: [C:1]([O:6][CH2:7][CH3:8])(=[O:5])[CH:2]([CH3:4])[CH3:3].CN1[C:15](=[O:16])N(C)CCC1.[Li+].CC([N-][CH:23]([CH3:25])[CH3:24])C.Br[CH2:27][C:28]1[CH:33]=[CH:32][C:31]([C:34]([C:36]2[CH:41]=[CH:40][C:39]([CH2:42]Br)=[CH:38][CH:37]=2)=[O:35])=[CH:30][CH:29]=1.C1C[O:47][CH2:46][CH2:45]1. (4) Given the product [CH3:29][C:21]1[NH:20][C:19]([CH:17]=[C:9]2[C:8]3[C:12](=[CH:13][CH:14]=[CH:15][C:7]=3[C:4]3[CH:5]=[CH:6][N:1]=[CH:2][CH:3]=3)[NH:11][C:10]2=[O:16])=[C:23]([CH2:24][CH2:25][C:26]([OH:28])=[O:27])[CH:22]=1, predict the reactants needed to synthesize it. The reactants are: [N:1]1[CH:6]=[CH:5][C:4]([C:7]2[CH:15]=[CH:14][CH:13]=[C:12]3[C:8]=2[CH2:9][C:10](=[O:16])[NH:11]3)=[CH:3][CH:2]=1.[CH:17]([C:19]1[NH:20][C:21]([CH3:29])=[CH:22][C:23]=1[CH2:24][CH2:25][C:26]([OH:28])=[O:27])=O.